This data is from Forward reaction prediction with 1.9M reactions from USPTO patents (1976-2016). The task is: Predict the product of the given reaction. (1) The product is: [Br:1][C:2]1[CH:3]=[C:4]([O:8][S:16]([CH3:15])(=[O:18])=[O:17])[CH:5]=[N:6][CH:7]=1. Given the reactants [Br:1][C:2]1[CH:3]=[C:4]([OH:8])[CH:5]=[N:6][CH:7]=1.C(=O)([O-])[O-].[K+].[K+].[CH3:15][S:16](Cl)(=[O:18])=[O:17], predict the reaction product. (2) Given the reactants F[C:2]1[CH:7]=[CH:6][C:5]([C:8]2[NH:9][CH:10]=[C:11]([CH2:19][CH2:20][CH2:21][NH:22][C:23](=O)[C:24](F)(F)F)[C:12]=2[C:13]2[CH:18]=[CH:17][N:16]=[CH:15][CH:14]=2)=[CH:4][CH:3]=1.Br[C:30]1[C:31](C2C=CN=CC=2)=C(C2C=CC(F)=CC=2)N([Si](C(C)C)(C(C)C)C(C)C)[CH:34]=1.C1C2N(CCC(=O)C2)CC1.C(N1CCC(=O)CC1)C1C=CC=CC=1, predict the reaction product. The product is: [CH2:34]1[CH:30]2[N:22]([CH2:21][CH:20]=[C:19]([C:11]3[C:12]([C:13]4[CH:18]=[CH:17][N:16]=[CH:15][CH:14]=4)=[C:8]([C:5]4[CH:6]=[CH:7][CH:2]=[CH:3][CH:4]=4)[NH:9][CH:10]=3)[CH2:31]2)[CH2:23][CH2:24]1.